This data is from Peptide-MHC class I binding affinity with 185,985 pairs from IEDB/IMGT. The task is: Regression. Given a peptide amino acid sequence and an MHC pseudo amino acid sequence, predict their binding affinity value. This is MHC class I binding data. (1) The peptide sequence is WAHNGLRDL. The MHC is Patr-B0101 with pseudo-sequence Patr-B0101. The binding affinity (normalized) is 0. (2) The peptide sequence is LVLLILMTAR. The MHC is HLA-A03:01 with pseudo-sequence HLA-A03:01. The binding affinity (normalized) is 0.239. (3) The peptide sequence is HKIPDPQGM. The MHC is HLA-B27:03 with pseudo-sequence HLA-B27:03. The binding affinity (normalized) is 0.0847. (4) The binding affinity (normalized) is 0.356. The peptide sequence is RLGIFRPLLR. The MHC is HLA-A11:01 with pseudo-sequence HLA-A11:01. (5) The peptide sequence is LVGKLNWASQIY. The MHC is HLA-A30:02 with pseudo-sequence HLA-A30:02. The binding affinity (normalized) is 0.278. (6) The peptide sequence is IRQAGVQYSR. The MHC is HLA-B54:01 with pseudo-sequence HLA-B54:01. The binding affinity (normalized) is 0. (7) The peptide sequence is CPPTCPGYR. The MHC is HLA-A02:02 with pseudo-sequence HLA-A02:02. The binding affinity (normalized) is 0.